This data is from Forward reaction prediction with 1.9M reactions from USPTO patents (1976-2016). The task is: Predict the product of the given reaction. (1) Given the reactants [C:1]([O:5][C:6](=[O:9])[CH2:7][NH2:8])([CH3:4])([CH3:3])[CH3:2].[CH:10](=O)[CH:11]([CH3:13])[CH3:12], predict the reaction product. The product is: [C:1]([O:5][C:6](=[O:9])[CH2:7]/[N:8]=[CH:10]/[CH:11]([CH3:13])[CH3:12])([CH3:4])([CH3:3])[CH3:2]. (2) Given the reactants [CH3:1][N:2]1[C:6]([C:7]2[CH:12]=[CH:11][C:10]([CH3:13])=[CH:9][N:8]=2)=[CH:5][C:4](Br)=[N:3]1.CC1(C)C(C)(C)OB([C:23]2[CH:24]=[CH:25][C:26]3[CH2:33][C@H:32]4[C@:34]5([CH2:38][N:37]([CH2:39][C:40]([F:43])([F:42])[F:41])[S:36](=[O:45])(=[O:44])[NH:35]5)[C@H:29]([CH2:30][CH2:31]4)[CH2:28][C:27]=3[CH:46]=2)O1.C(=O)([O-])[O-].[Cs+].[Cs+], predict the reaction product. The product is: [CH3:13][C:10]1[CH:11]=[CH:12][C:7]([C:6]2[N:2]([CH3:1])[N:3]=[C:4]([C:23]3[CH:24]=[CH:25][C:26]4[CH2:33][C@H:32]5[C@:34]6([CH2:38][N:37]([CH2:39][C:40]([F:43])([F:42])[F:41])[S:36](=[O:44])(=[O:45])[NH:35]6)[C@H:29]([CH2:30][CH2:31]5)[CH2:28][C:27]=4[CH:46]=3)[CH:5]=2)=[N:8][CH:9]=1. (3) Given the reactants [NH2:1][CH2:2][CH2:3][CH2:4][O:5][C:6]1[CH:35]=[CH:34][C:9]([C:10]([N:12]2[C:21]3[C:16](=[CH:17][CH:18]=[CH:19][CH:20]=3)[C@H:15]([N:22]([C:26]3[CH:31]=[CH:30][C:29]([Cl:32])=[CH:28][CH:27]=3)[C:23](=[O:25])[CH3:24])[CH2:14][C@@H:13]2[CH3:33])=[O:11])=[CH:8][CH:7]=1.Cl[C:37]([O:39][CH3:40])=[O:38], predict the reaction product. The product is: [CH3:40][O:39][C:37](=[O:38])[NH:1][CH2:2][CH2:3][CH2:4][O:5][C:6]1[CH:7]=[CH:8][C:9]([C:10]([N:12]2[C:21]3[C:16](=[CH:17][CH:18]=[CH:19][CH:20]=3)[C@H:15]([N:22]([C:23](=[O:25])[CH3:24])[C:26]3[CH:31]=[CH:30][C:29]([Cl:32])=[CH:28][CH:27]=3)[CH2:14][C@@H:13]2[CH3:33])=[O:11])=[CH:34][CH:35]=1. (4) Given the reactants [CH2:1]([O:8][C:9]1[CH:18]=[CH:17][CH:16]=[C:15]2[C:10]=1[CH2:11][CH2:12][CH2:13][CH:14]2[C:19]([N:21]([C:28]1[CH:29]=[N:30][C:31]([CH:34]([CH3:36])[CH3:35])=[CH:32][CH:33]=1)[CH2:22][C:23]1[CH:24]=[N:25][NH:26][CH:27]=1)=[O:20])[C:2]1[CH:7]=[CH:6][CH:5]=[CH:4][CH:3]=1.Cl[CH2:38][C:39]1[S:40][CH:41]=[CH:42][CH:43]=1, predict the reaction product. The product is: [CH2:1]([O:8][C:9]1[CH:18]=[CH:17][CH:16]=[C:15]2[C:10]=1[CH2:11][CH2:12][CH2:13][CH:14]2[C:19]([N:21]([C:28]1[CH:29]=[N:30][C:31]([CH:34]([CH3:36])[CH3:35])=[CH:32][CH:33]=1)[CH2:22][C:23]1[CH:24]=[N:25][N:26]([CH2:38][C:39]2[S:40][CH:41]=[CH:42][CH:43]=2)[CH:27]=1)=[O:20])[C:2]1[CH:7]=[CH:6][CH:5]=[CH:4][CH:3]=1. (5) The product is: [NH2:18][C:19]1[C:27]([Cl:28])=[CH:26][C:22]([C:23]([NH:16][CH2:15][C@@H:11]2[CH2:10][N:9]([CH2:8][CH2:7][CH2:6][CH2:5][C:4]([O:3][C@@H:1]3[CH:37]4[CH2:38][CH2:39][N:40]([CH2:42][CH2:43]4)[CH2:2]3)=[O:17])[CH2:14][CH2:13][O:12]2)=[O:25])=[C:21]([O:29][CH3:30])[CH:20]=1.[CH2:1]([O:3][C:4](=[O:17])[CH2:5][CH2:6][CH2:7][CH2:8][N:9]1[CH2:14][CH2:13][O:12][C@H:11]([CH2:15][NH:16][C:23](=[O:24])[C:22]2[CH:26]=[C:27]([Cl:28])[C:19]([NH2:18])=[CH:20][C:21]=2[O:29][CH3:30])[CH2:10]1)[CH3:2]. Given the reactants [CH2:1]([O:3][C:4](=[O:17])[CH2:5][CH2:6][CH2:7][CH2:8][N:9]1[CH2:14][CH2:13][O:12][C@H:11]([CH2:15][NH2:16])[CH2:10]1)[CH3:2].[NH2:18][C:19]1[C:27]([Cl:28])=[CH:26][C:22]([C:23]([OH:25])=[O:24])=[C:21]([O:29][CH3:30])[CH:20]=1.Cl.C(N=C=N[CH2:37][CH2:38][CH2:39][N:40]([CH3:42])C)C.[C:43](=O)(O)[O-].[Na+], predict the reaction product. (6) Given the reactants BrC1C=CC2OCOC=2C=1.Br[C:12]1[C:20]([N+:21]([O-:23])=[O:22])=[CH:19][C:15]2[O:16][CH2:17][O:18][C:14]=2[CH:13]=1.[CH2:24]([O:31][C:32]1[CH:41]=[C:40]2[C:35]([CH:36]=[C:37](Br)[CH2:38][CH2:39]2)=[CH:34][CH:33]=1)[C:25]1[CH:30]=[CH:29][CH:28]=[CH:27][CH:26]=1, predict the reaction product. The product is: [CH2:24]([O:31][C:32]1[CH:41]=[C:40]2[C:35](=[CH:34][CH:33]=1)[CH:36]=[C:37]([C:12]1[C:20]([N+:21]([O-:23])=[O:22])=[CH:19][C:15]3[O:16][CH2:17][O:18][C:14]=3[CH:13]=1)[CH2:38][CH2:39]2)[C:25]1[CH:26]=[CH:27][CH:28]=[CH:29][CH:30]=1.